This data is from Forward reaction prediction with 1.9M reactions from USPTO patents (1976-2016). The task is: Predict the product of the given reaction. (1) Given the reactants [CH2:1]([O:8][C:9]1[CH:14]=[C:13]([C:15]([NH:17][CH2:18][CH3:19])=[O:16])[CH:12]=[CH:11][C:10]=1[N:20]1[C:24]([CH3:25])=[C:23]([C:26](O)=[O:27])[N:22]=[N:21]1)[C:2]1[CH:7]=[CH:6][CH:5]=[CH:4][CH:3]=1.[CH:29]1([NH2:32])[CH2:31][CH2:30]1.C1C=CC2N(O)N=NC=2C=1.CCN=C=NCCCN(C)C, predict the reaction product. The product is: [CH2:1]([O:8][C:9]1[CH:14]=[C:13]([C:15]([NH:17][CH2:18][CH3:19])=[O:16])[CH:12]=[CH:11][C:10]=1[N:20]1[C:24]([CH3:25])=[C:23]([C:26]([NH:32][CH:29]2[CH2:31][CH2:30]2)=[O:27])[N:22]=[N:21]1)[C:2]1[CH:3]=[CH:4][CH:5]=[CH:6][CH:7]=1. (2) Given the reactants C(O[C:6]([N:8]1[CH2:12][C:11](=[CH:13][Cl:14])[CH2:10][C@H:9]1[C:15]([OH:17])=O)=[O:7])(C)(C)C.[O:18]([CH2:25]C(Cl)=O)[C:19]1[CH:24]=[CH:23][CH:22]=[CH:21][CH:20]=1.[C:29]1([CH2:39][NH2:40])[C:38]2[C:33](=[CH:34][CH:35]=[CH:36][CH:37]=2)[CH:32]=[CH:31][CH:30]=1, predict the reaction product. The product is: [Cl:14][CH:13]=[C:11]1[CH2:12][N:8]([C:6](=[O:7])[CH2:25][O:18][C:19]2[CH:20]=[CH:21][CH:22]=[CH:23][CH:24]=2)[C@H:9]([C:15]([NH:40][CH2:39][C:29]2[C:38]3[C:33](=[CH:34][CH:35]=[CH:36][CH:37]=3)[CH:32]=[CH:31][CH:30]=2)=[O:17])[CH2:10]1.